Dataset: Forward reaction prediction with 1.9M reactions from USPTO patents (1976-2016). Task: Predict the product of the given reaction. (1) Given the reactants [Cl:1][C:2]1[CH:3]=[C:4]([NH:9][NH2:10])[CH:5]=[C:6]([Cl:8])[CH:7]=1.[OH:11][C:12]1[CH:24]=[CH:23][C:15]([C:16]([CH2:18][C:19](OC)=[O:20])=O)=[CH:14][CH:13]=1, predict the reaction product. The product is: [Cl:1][C:2]1[CH:3]=[C:4]([N:9]2[C:19](=[O:20])[CH2:18][C:16]([C:15]3[CH:14]=[CH:13][C:12]([OH:11])=[CH:24][CH:23]=3)=[N:10]2)[CH:5]=[C:6]([Cl:8])[CH:7]=1. (2) Given the reactants [Br:1][C:2]1[CH:7]=[CH:6][C:5](/[C:8](/[C:19]([F:22])([F:21])[F:20])=[CH:9]/[C:10]([C:12]2[CH:17]=[CH:16][C:15]([CH3:18])=[CH:14][CH:13]=2)=[O:11])=[CH:4][CH:3]=1.[NH4+:23].[OH-], predict the reaction product. The product is: [NH2:23][C:8]([C:5]1[CH:6]=[CH:7][C:2]([Br:1])=[CH:3][CH:4]=1)([C:19]([F:20])([F:21])[F:22])[CH2:9][C:10]([C:12]1[CH:17]=[CH:16][C:15]([CH3:18])=[CH:14][CH:13]=1)=[O:11]. (3) The product is: [CH:14]([O:17][C:2]1[CH:9]=[CH:8][C:5]([C:6]#[N:7])=[CH:4][C:3]=1[C:10]([F:13])([F:12])[F:11])([CH3:16])[CH3:15]. Given the reactants F[C:2]1[CH:9]=[CH:8][C:5]([C:6]#[N:7])=[CH:4][C:3]=1[C:10]([F:13])([F:12])[F:11].[CH:14]([OH:17])([CH3:16])[CH3:15].CC([O-])(C)C.[K+], predict the reaction product. (4) The product is: [C:1]([C:3]1[CH:13]=[CH:12][C:6]([CH2:7][S:8]([Cl:16])(=[O:10])=[O:9])=[CH:5][CH:4]=1)#[N:2]. Given the reactants [C:1]([C:3]1[CH:13]=[CH:12][C:6]([CH2:7][S:8]([O-])(=[O:10])=[O:9])=[CH:5][CH:4]=1)#[N:2].[Na+].P(Cl)(Cl)(Cl)(Cl)[Cl:16], predict the reaction product. (5) Given the reactants [Cl:1][C:2]1[N:6]2[CH:7]=[C:8]([C:15]3[O:16][CH:17]=[CH:18][CH:19]=3)[CH:9]=[C:10]([C:11]([F:14])([F:13])[F:12])[C:5]2=[N:4][C:3]=1[C:20]([NH:22][CH:23]([C:27]1[S:28][CH:29]=[CH:30][CH:31]=1)[C:24](O)=[O:25])=[O:21].[N:32]1([CH2:38][CH2:39][CH2:40][NH2:41])[CH2:37][CH2:36][O:35][CH2:34][CH2:33]1, predict the reaction product. The product is: [N:32]1([CH2:38][CH2:39][CH2:40][NH:41][C:24]([CH:23]([NH:22][C:20]([C:3]2[N:4]=[C:5]3[C:10]([C:11]([F:12])([F:14])[F:13])=[CH:9][C:8]([C:15]4[O:16][CH:17]=[CH:18][CH:19]=4)=[CH:7][N:6]3[C:2]=2[Cl:1])=[O:21])[C:27]2[S:28][CH:29]=[CH:30][CH:31]=2)=[O:25])[CH2:37][CH2:36][O:35][CH2:34][CH2:33]1. (6) Given the reactants [NH2:1][S:2]([C:5]1[CH:10]=[CH:9][C:8]([CH2:11][CH2:12][NH:13][CH2:14][C:15]2[CH:16]=[C:17]([C:21]3[CH:26]=[CH:25][CH:24]=[C:23]([C:27]([NH:29][CH2:30][CH2:31][N:32]4[CH2:36][CH2:35][CH2:34][CH2:33]4)=[O:28])[CH:22]=3)[CH:18]=[CH:19][CH:20]=2)=[CH:7][CH:6]=1)(=[O:4])=[O:3].[C:37](O)(=[O:46])/[CH:38]=[CH:39]/[C:40]1[CH:45]=[CH:44][CH:43]=[CH:42][CH:41]=1.Cl.C(N=C=NCCCN(C)C)C.ON1C2C=CC=CC=2N=N1, predict the reaction product. The product is: [NH2:1][S:2]([C:5]1[CH:6]=[CH:7][C:8]([CH2:11][CH2:12][N:13]([CH2:14][C:15]2[CH:16]=[C:17]([C:21]3[CH:26]=[CH:25][CH:24]=[C:23]([C:27]([NH:29][CH2:30][CH2:31][N:32]4[CH2:36][CH2:35][CH2:34][CH2:33]4)=[O:28])[CH:22]=3)[CH:18]=[CH:19][CH:20]=2)[C:37](=[O:46])/[CH:38]=[CH:39]/[C:40]2[CH:45]=[CH:44][CH:43]=[CH:42][CH:41]=2)=[CH:9][CH:10]=1)(=[O:4])=[O:3]. (7) Given the reactants [CH3:1][C:2]([O:7][CH2:8][C:9]1[CH:14]=[CH:13][C:12](/[CH:15]=[CH:16]\[CH2:17][N:18]2[CH:22]=[CH:21][CH:20]=[C:19]2[C:23](=[O:31])[C:24]2[CH:29]=[CH:28][C:27]([CH3:30])=[CH:26][CH:25]=2)=[CH:11][CH:10]=1)([CH3:6])[C:3]([OH:5])=[O:4].[OH-].[Na+:33].CO, predict the reaction product. The product is: [CH3:6][C:2]([O:7][CH2:8][C:9]1[CH:14]=[CH:13][C:12](/[CH:15]=[CH:16]\[CH2:17][N:18]2[CH:22]=[CH:21][CH:20]=[C:19]2[C:23](=[O:31])[C:24]2[CH:29]=[CH:28][C:27]([CH3:30])=[CH:26][CH:25]=2)=[CH:11][CH:10]=1)([CH3:1])[C:3]([O-:5])=[O:4].[Na+:33]. (8) Given the reactants [CH2:1]([C:4]1[CH:9]=[CH:8][CH:7]=[CH:6][C:5]=1[OH:10])[CH2:2][CH3:3].C([O-])([O-])=O.[K+].[K+].Br[CH2:18][C:19]([O:21][CH2:22][CH3:23])=[O:20], predict the reaction product. The product is: [CH2:22]([O:21][C:19](=[O:20])[CH2:18][O:10][C:5]1[CH:6]=[CH:7][CH:8]=[CH:9][C:4]=1[CH2:1][CH2:2][CH3:3])[CH3:23].